Dataset: Peptide-MHC class I binding affinity with 185,985 pairs from IEDB/IMGT. Task: Regression. Given a peptide amino acid sequence and an MHC pseudo amino acid sequence, predict their binding affinity value. This is MHC class I binding data. (1) The binding affinity (normalized) is 0.415. The peptide sequence is YRSDIVGTY. The MHC is HLA-B15:01 with pseudo-sequence HLA-B15:01. (2) The peptide sequence is GIRCVSNLDI. The MHC is HLA-A02:02 with pseudo-sequence HLA-A02:02. The binding affinity (normalized) is 0.0843. (3) The peptide sequence is GPRRAAWRI. The MHC is HLA-A30:01 with pseudo-sequence HLA-A30:01. The binding affinity (normalized) is 0.0847. (4) The peptide sequence is TPLVQPVGAL. The MHC is HLA-B51:01 with pseudo-sequence HLA-B51:01. The binding affinity (normalized) is 0.283. (5) The peptide sequence is LLEGEESRI. The MHC is HLA-A02:02 with pseudo-sequence HLA-A02:02. The binding affinity (normalized) is 0.474.